Dataset: Forward reaction prediction with 1.9M reactions from USPTO patents (1976-2016). Task: Predict the product of the given reaction. Given the reactants [C:1]1(C=O)[C:14]2[C:15]3=[C:16]4[C:11](=[CH:12][CH:13]=2)[CH:10]=[CH:9][CH:8]=[C:7]4[CH:6]=[CH:5][C:4]3=[CH:3][CH:2]=1.[OH:19][C:20]([CH2:22][CH2:23][CH2:24][CH2:25][C@H:26]1[C@@H:34]2[C@@H:29]([NH:30][C:31]([NH:33]2)=[O:32])[CH2:28][S:27]1)=[O:21].C(N(CC)CC)C, predict the reaction product. The product is: [OH:21][C:20]([CH2:22][CH2:23][CH2:24][CH2:25][C@H:26]1[C@@H:34]2[C@@H:29]([NH:30][C:31]([NH:33]2)=[O:32])[CH2:28][S:27]1)=[O:19].[CH:8]1[C:7]2[C:16]3=[C:15]4[C:4](=[CH:5][CH:6]=2)[CH:3]=[CH:2][CH:1]=[C:14]4[CH:13]=[CH:12][C:11]3=[CH:10][CH:9]=1.